Dataset: Forward reaction prediction with 1.9M reactions from USPTO patents (1976-2016). Task: Predict the product of the given reaction. (1) Given the reactants [CH2:1]([C:8]1[C:17]2[C:12](=[CH:13][CH:14]=[CH:15][CH:16]=2)[C:11]([N:18]2[CH2:23][CH2:22][N:21]([C:24]3[N:29]=[CH:28][C:27]([CH:30]=O)=[CH:26][CH:25]=3)[CH2:20][CH2:19]2)=[N:10][N:9]=1)[C:2]1[CH:7]=[CH:6][CH:5]=[CH:4][CH:3]=1.[BH-](OC(C)=O)(OC(C)=O)OC(C)=O.[Na+].[NH:46]1[CH2:51][CH2:50][O:49][CH2:48][CH2:47]1.C([O-])(O)=O.[Na+], predict the reaction product. The product is: [CH2:1]([C:8]1[C:17]2[C:12](=[CH:13][CH:14]=[CH:15][CH:16]=2)[C:11]([N:18]2[CH2:23][CH2:22][N:21]([C:24]3[CH:25]=[CH:26][C:27]([CH2:30][N:46]4[CH2:51][CH2:50][O:49][CH2:48][CH2:47]4)=[CH:28][N:29]=3)[CH2:20][CH2:19]2)=[N:10][N:9]=1)[C:2]1[CH:3]=[CH:4][CH:5]=[CH:6][CH:7]=1. (2) Given the reactants [CH3:1][C:2]1[N:7]=[C:6]([C:8]#[N:9])[CH:5]=[CH:4][CH:3]=1, predict the reaction product. The product is: [CH3:1][C:2]1[N:7]=[C:6]([CH2:8][NH2:9])[CH:5]=[CH:4][CH:3]=1. (3) Given the reactants Br[C:2]1[C:3]([C:9]#[N:10])=[N:4][CH:5]=[C:6]([Cl:8])[CH:7]=1.[Br:11][C:12]1[CH:13]=[C:14]([CH:18]=[CH:19][CH:20]=1)[C:15](Cl)=[O:16], predict the reaction product. The product is: [Br:11][C:12]1[CH:13]=[C:14]([CH:18]=[CH:19][CH:20]=1)[C:15]([C:2]1[C:3]([C:9]#[N:10])=[N:4][CH:5]=[C:6]([Cl:8])[CH:7]=1)=[O:16]. (4) Given the reactants C[O:2][C:3](=O)[C:4]1[CH:9]=[CH:8][C:7]([N:10]2[CH:14]=[C:13]([C:15]3[C:16]([C:24]4[CH:29]=[CH:28][CH:27]=[CH:26][CH:25]=4)=[N:17][O:18][C:19]=3[C:20]([F:23])([F:22])[F:21])[N:12]=[CH:11]2)=[CH:6][CH:5]=1.[NH:31]1[CH2:36][CH2:35][S:34][CH2:33][CH2:32]1, predict the reaction product. The product is: [C:24]1([C:16]2[C:15]([C:13]3[N:12]=[CH:11][N:10]([C:7]4[CH:6]=[CH:5][C:4]([C:3]([N:31]5[CH2:36][CH2:35][S:34][CH2:33][CH2:32]5)=[O:2])=[CH:9][CH:8]=4)[CH:14]=3)=[C:19]([C:20]([F:21])([F:23])[F:22])[O:18][N:17]=2)[CH:29]=[CH:28][CH:27]=[CH:26][CH:25]=1. (5) Given the reactants [F:1][C:2]1[CH:22]=[CH:21][C:5]2[N:6]=[C:7]([C:11]3[CH:16]=[CH:15][CH:14]=[CH:13][C:12]=3[O:17]C(=O)C)O[C:9](=[O:10])[C:4]=2[CH:3]=1.[CH3:23][C:24]([NH2:34])([CH3:33])[CH2:25][CH2:26][C:27]1[CH:32]=[CH:31][CH:30]=[CH:29][CH:28]=1, predict the reaction product. The product is: [CH3:33][C:24]([N:34]1[C:9](=[O:10])[C:4]2[C:5](=[CH:21][CH:22]=[C:2]([F:1])[CH:3]=2)[N:6]=[C:7]1[C:11]1[CH:16]=[CH:15][CH:14]=[CH:13][C:12]=1[OH:17])([CH3:23])[CH2:25][CH2:26][C:27]1[CH:32]=[CH:31][CH:30]=[CH:29][CH:28]=1. (6) Given the reactants N#N.Cl.Cl.[NH:5]1[C:9]2[CH:10]=[CH:11][CH:12]=[CH:13][C:8]=2[N:7]=[C:6]1[C@H:14]([NH2:25])[CH2:15][C:16]1[CH:21]=[CH:20][C:19]([O:22][CH2:23][CH3:24])=[CH:18][CH:17]=1.CCN(C(C)C)C(C)C.[C:35](N1C=CN=C1)(N1C=CN=C1)=[O:36], predict the reaction product. The product is: [CH2:23]([O:22][C:19]1[CH:20]=[CH:21][C:16]([CH2:15][CH:14]2[C:6]3=[N:7][C:8]4[CH:13]=[CH:12][CH:11]=[CH:10][C:9]=4[N:5]3[C:35](=[O:36])[NH:25]2)=[CH:17][CH:18]=1)[CH3:24].